This data is from Full USPTO retrosynthesis dataset with 1.9M reactions from patents (1976-2016). The task is: Predict the reactants needed to synthesize the given product. Given the product [CH3:1][C:2]([N:6]1[CH:9]=[CH:7][N:16]=[CH:17]1)([C:4]#[CH:5])[CH3:3], predict the reactants needed to synthesize it. The reactants are: [CH3:1][C:2]([NH2:6])([C:4]#[CH:5])[CH3:3].[CH:7]([CH:9]=O)=O.C(O)(=O)C.[Cl-].[NH4+:16].[CH2:17]=O.